Dataset: Catalyst prediction with 721,799 reactions and 888 catalyst types from USPTO. Task: Predict which catalyst facilitates the given reaction. Reactant: [CH3:1][C:2]1[CH:7]=[C:6]([CH:8]=O)[CH:5]=[C:4]([CH3:10])[N:3]=1.[NH2:11][C:12]1[CH:20]=[C:19]([F:21])[CH:18]=[C:17]([F:22])[C:13]=1[C:14]([NH2:16])=[O:15].S([O-])(O)=O.[Na+].C1(C)C=CC(S(O)(=O)=O)=CC=1. Product: [CH3:1][C:2]1[CH:7]=[C:6]([C:8]2[NH:16][C:14](=[O:15])[C:13]3[C:12](=[CH:20][C:19]([F:21])=[CH:18][C:17]=3[F:22])[N:11]=2)[CH:5]=[C:4]([CH3:10])[N:3]=1. The catalyst class is: 80.